From a dataset of Reaction yield outcomes from USPTO patents with 853,638 reactions. Predict the reaction yield, written as a fraction of the theoretical maximum amount of product (1.0 means a 100% yield; for example, 0.34 means a 34% yield). The reactants are [Li+].[OH-].[C:3]1([CH3:39])[CH:8]=[CH:7][C:6]([C:9](=[N:17][O:18][CH2:19][CH2:20][N:21]([CH3:38])[S:22]([C:25]2[CH:33]=[CH:32][CH:31]=[C:30]3[C:26]=2[CH2:27][CH:28]([C:34]([O:36]C)=[O:35])[CH2:29]3)(=[O:24])=[O:23])[C:10]2[CH:15]=[CH:14][C:13]([CH3:16])=[CH:12][CH:11]=2)=[CH:5][CH:4]=1. The catalyst is C1COCC1.CO. The product is [C:3]1([CH3:39])[CH:4]=[CH:5][C:6]([C:9](=[N:17][O:18][CH2:19][CH2:20][N:21]([CH3:38])[S:22]([C:25]2[CH:33]=[CH:32][CH:31]=[C:30]3[C:26]=2[CH2:27][CH:28]([C:34]([OH:36])=[O:35])[CH2:29]3)(=[O:24])=[O:23])[C:10]2[CH:11]=[CH:12][C:13]([CH3:16])=[CH:14][CH:15]=2)=[CH:7][CH:8]=1. The yield is 0.560.